From a dataset of Retrosynthesis with 50K atom-mapped reactions and 10 reaction types from USPTO. Predict the reactants needed to synthesize the given product. (1) Given the product Oc1ccc2c(c1O)CCC(NC1CCCC1)C2O, predict the reactants needed to synthesize it. The reactants are: O=C1c2ccc(O)c(O)c2CCC1NC1CCCC1. (2) Given the product N#CC1(NC(=O)[C@@H]2C[C@@H](S(=O)(=O)c3ccccc3Cl)CN2C(=O)OC2CCCC2)CC1, predict the reactants needed to synthesize it. The reactants are: N#CC1(NC(=O)[C@@H]2C[C@@H](S(=O)(=O)c3ccccc3Cl)CN2)CC1.O=C(Cl)OC1CCCC1. (3) The reactants are: CNc1cc(C)ccc1N.O=CO. Given the product Cc1ccc2ncn(C)c2c1, predict the reactants needed to synthesize it. (4) Given the product CCCCCCCCCCCCCC[C@@H](OCc1ccccc1)[C@@H](OCc1ccccc1)[C@H](CO)NC(=O)CCCCCCC, predict the reactants needed to synthesize it. The reactants are: CCCCCCCC(=O)O.CCCCCCCCCCCCCC[C@@H](OCc1ccccc1)[C@@H](OCc1ccccc1)[C@@H](N)CO.